From a dataset of Reaction yield outcomes from USPTO patents with 853,638 reactions. Predict the reaction yield, written as a fraction of the theoretical maximum amount of product (1.0 means a 100% yield; for example, 0.34 means a 34% yield). (1) The reactants are [CH:1]1([C:4]([C:6]2[CH:11]=[CH:10][C:9]([CH2:12][C:13](OCC)=O)=[CH:8][CH:7]=2)=[O:5])[CH2:3][CH2:2]1.C(O[C:21](=[O:25])[O:22][CH2:23][CH3:24])C.C[Si]([N-][Si](C)(C)C)(C)C.[Na+].IC. The yield is 0.170. The product is [CH:1]1([C:4]([C:6]2[CH:7]=[CH:8][C:9]([CH2:12][CH:13]([C:21]([O:22][CH2:23][CH3:24])=[O:25])[C:21]([O:22][CH2:23][CH3:24])=[O:25])=[CH:10][CH:11]=2)=[O:5])[CH2:2][CH2:3]1. The catalyst is O1CCCC1.C(OCC)(=O)C.O. (2) The reactants are [C:1]12([NH2:11])[CH2:10][CH:5]3[CH2:6][CH:7]([CH2:9][CH:3]([CH2:4]3)[CH2:2]1)[CH2:8]2.[N:12]1[C:21]2[C:16](=[CH:17][CH:18]=[CH:19][CH:20]=2)[CH:15]=[CH:14][C:13]=1[CH:22]=O. No catalyst specified. The product is [C:1]12([NH:11][CH2:22][C:13]3[CH:14]=[CH:15][C:16]4[C:21](=[CH:20][CH:19]=[CH:18][CH:17]=4)[N:12]=3)[CH2:8][CH:7]3[CH2:6][CH:5]([CH2:4][CH:3]([CH2:9]3)[CH2:2]1)[CH2:10]2. The yield is 0.800. (3) The reactants are [C:1]([NH:4][C:5]1[S:9][C:8]2[C:10]([O:15][CH2:16][CH2:17][N:18]([CH2:21][CH3:22])[CH2:19][CH3:20])=[C:11](Br)[CH:12]=[CH:13][C:7]=2[C:6]=1[C:23]([O:25][CH2:26][CH3:27])=[O:24])(=[O:3])[CH3:2].[CH3:28][C:29]1[CH:30]=[C:31](B(O)O)[CH:32]=[CH:33][CH:34]=1.P([O-])([O-])([O-])=O.[K+].[K+].[K+]. The catalyst is C(#N)C.O. The product is [C:1]([NH:4][C:5]1[S:9][C:8]2[C:10]([O:15][CH2:16][CH2:17][N:18]([CH2:21][CH3:22])[CH2:19][CH3:20])=[C:11]([C:33]3[CH:32]=[CH:31][CH:30]=[C:29]([CH3:28])[CH:34]=3)[CH:12]=[CH:13][C:7]=2[C:6]=1[C:23]([O:25][CH2:26][CH3:27])=[O:24])(=[O:3])[CH3:2]. The yield is 0.900. (4) The reactants are [C:1]1([N:7]2[CH2:12][CH2:11][N:10]([C:13]3[N:14]=[C:15](O)[C:16]4[S:21][CH2:20][CH2:19][C:17]=4[N:18]=3)[CH2:9][CH2:8]2)[CH:6]=[CH:5][CH:4]=[CH:3][CH:2]=1.P(Cl)(Cl)([Cl:25])=O. No catalyst specified. The product is [Cl:25][C:15]1[C:16]2[S:21][CH2:20][CH2:19][C:17]=2[N:18]=[C:13]([N:10]2[CH2:11][CH2:12][N:7]([C:1]3[CH:6]=[CH:5][CH:4]=[CH:3][CH:2]=3)[CH2:8][CH2:9]2)[N:14]=1. The yield is 1.00. (5) The reactants are [CH2:1]([N:5]1[C:14](=[O:15])[C:13]([C:16]#[N:17])=[C:12]2[C:7]([C:8](=O)[CH2:9][CH2:10][CH2:11]2)=[CH:6]1)[CH2:2][CH2:3][CH3:4].[Na]. The catalyst is C1COCC1. The product is [CH2:1]([N:5]1[C:14](=[O:15])[C:13]([C:16]#[N:17])=[C:12]2[C:7]([CH2:8][CH2:9][CH2:10][CH2:11]2)=[CH:6]1)[CH2:2][CH2:3][CH3:4]. The yield is 0.750. (6) The reactants are [N:1]12[CH2:9][CH2:8][CH:5]([CH2:6][CH2:7]1)[NH:4][C:3](=O)[CH2:2]2.O1CCOCC1. The catalyst is O. The product is [N:1]12[CH2:9][CH2:8][CH:5]([CH2:6][CH2:7]1)[NH:4][CH2:3][CH2:2]2. The yield is 0.780.